Dataset: Reaction yield outcomes from USPTO patents with 853,638 reactions. Task: Predict the reaction yield, written as a fraction of the theoretical maximum amount of product (1.0 means a 100% yield; for example, 0.34 means a 34% yield). (1) The reactants are C[N:2]1[C:6]([CH3:7])=[CH:5][C:4]([NH:8][C:9]2[C:10](=[O:25])[N:11]([CH3:24])[CH:12]=[C:13](B3OC(C)(C)C(C)(C)O3)[CH:14]=2)=[N:3]1.[C:26]([O:29][CH2:30][C:31]1[C:32]([N:46]2[CH2:57][CH2:56][N:55]3[C:48](=[CH:49][C:50]4[CH2:51][C:52]([CH3:59])([CH3:58])[CH2:53][C:54]=43)[C:47]2=[O:60])=[N:33][CH:34]=[CH:35][C:36]=1B1OC(C)(C)C(C)(C)O1)(=[O:28])[CH3:27].[O-]P([O-])([O-])=O.[K+].[K+].[K+].C([O-])(=O)C.[Na+]. The catalyst is C1C=CC(P(C2C=CC=CC=2)[C-]2C=CC=C2)=CC=1.C1C=CC(P(C2C=CC=CC=2)[C-]2C=CC=C2)=CC=1.Cl[Pd]Cl.[Fe+2].O.C(#N)C. The product is [C:26]([O:29][CH2:30][C:31]1[C:32]([N:46]2[CH2:57][CH2:56][N:55]3[C:48](=[CH:49][C:50]4[CH2:51][C:52]([CH3:59])([CH3:58])[CH2:53][C:54]=43)[C:47]2=[O:60])=[N:33][CH:34]=[CH:35][C:36]=1[C:13]1[CH:14]=[C:9]([NH:8][C:4]2[CH:5]=[C:6]([CH3:7])[NH:2][N:3]=2)[C:10](=[O:25])[N:11]([CH3:24])[CH:12]=1)(=[O:28])[CH3:27]. The yield is 0.380. (2) The reactants are [Cl:1][C:2]1[CH:7]=[CH:6][CH:5]=[C:4]([Cl:8])[C:3]=1[NH:9][C:10]1[N:11]([CH3:26])[C:12]2[C:21]3[C:20](=[O:22])[NH:19][C:18]([CH3:23])=[C:17]([CH3:24])[C:16]=3[CH:15]=[CH:14][C:13]=2[N:25]=1.[Se](=O)=[O:28]. The catalyst is O1CCOCC1. The product is [Cl:8][C:4]1[CH:5]=[CH:6][CH:7]=[C:2]([Cl:1])[C:3]=1[NH:9][C:10]1[N:11]([CH3:26])[C:12]2[C:21]3[C:20](=[O:22])[NH:19][C:18]([CH:23]=[O:28])=[C:17]([CH3:24])[C:16]=3[CH:15]=[CH:14][C:13]=2[N:25]=1. The yield is 0.720.